Dataset: Catalyst prediction with 721,799 reactions and 888 catalyst types from USPTO. Task: Predict which catalyst facilitates the given reaction. (1) Reactant: [F:1][C:2]([F:37])([F:36])[C:3]1[CH:4]=[C:5]([CH:29]=[C:30]([C:32]([F:35])([F:34])[F:33])[CH:31]=1)[C:6]([N:8]1[C@H:13]([CH2:14][C:15]2[C:23]3[C:18](=[CH:19][CH:20]=[CH:21][CH:22]=3)[NH:17][CH:16]=2)[CH2:12][N:11]2[CH2:24][C:25](=[O:28])[CH2:26][CH2:27][C@@H:10]2[CH2:9]1)=[O:7].C(N(CC)CC)C.[C:45](O[C:45]([O:47][C:48]([CH3:51])([CH3:50])[CH3:49])=[O:46])([O:47][C:48]([CH3:51])([CH3:50])[CH3:49])=[O:46]. Product: [C:48]([O:47][C:45]([N:17]1[C:18]2[C:23](=[CH:22][CH:21]=[CH:20][CH:19]=2)[C:15]([CH2:14][C@@H:13]2[CH2:12][N:11]3[CH2:24][C:25](=[O:28])[CH2:26][CH2:27][C@@H:10]3[CH2:9][N:8]2[C:6](=[O:7])[C:5]2[CH:29]=[C:30]([C:32]([F:35])([F:34])[F:33])[CH:31]=[C:3]([C:2]([F:1])([F:36])[F:37])[CH:4]=2)=[CH:16]1)=[O:46])([CH3:51])([CH3:50])[CH3:49]. The catalyst class is: 594. (2) Reactant: [C:1]([O:5][C@@H:6]([C:11]1[C:32]([CH3:33])=[CH:31][C:14]2[N:15]=[C:16]([C:18]3[CH:23]=[CH:22][N:21]=[C:20]([N:24]4[CH2:29][CH2:28][NH:27][C@@H:26]([CH3:30])[CH2:25]4)[N:19]=3)[S:17][C:13]=2[C:12]=1[C:34]1[CH:39]=[CH:38][C:37]([Cl:40])=[CH:36][CH:35]=1)[C:7]([O:9][CH3:10])=[O:8])([CH3:4])([CH3:3])[CH3:2].[C:41](O[BH-](OC(=O)C)OC(=O)C)(=O)C.[Na+].C(O)(=O)C.C=O. Product: [C:1]([O:5][C@@H:6]([C:11]1[C:32]([CH3:33])=[CH:31][C:14]2[N:15]=[C:16]([C:18]3[CH:23]=[CH:22][N:21]=[C:20]([N:24]4[CH2:29][CH2:28][N:27]([CH3:41])[C@@H:26]([CH3:30])[CH2:25]4)[N:19]=3)[S:17][C:13]=2[C:12]=1[C:34]1[CH:35]=[CH:36][C:37]([Cl:40])=[CH:38][CH:39]=1)[C:7]([O:9][CH3:10])=[O:8])([CH3:2])([CH3:3])[CH3:4]. The catalyst class is: 3.